This data is from Full USPTO retrosynthesis dataset with 1.9M reactions from patents (1976-2016). The task is: Predict the reactants needed to synthesize the given product. (1) Given the product [C:1]([O:5][C:6]([N:8]1[CH2:9][CH2:10][C:11](=[CH:14][C:15](=[O:17])[N:45]([CH3:46])[C@@H:33]([C:32](=[O:47])[N:31]([CH3:30])[C@@H:48]([C:56](=[O:59])[NH:57][CH3:58])[CH2:49][C:50]2[CH:55]=[CH:54][CH:53]=[CH:52][CH:51]=2)[CH2:34][C:35]2[CH:44]=[CH:43][C:42]3[C:37](=[CH:38][CH:39]=[CH:40][CH:41]=3)[CH:36]=2)[CH2:12][CH2:13]1)=[O:7])([CH3:2])([CH3:3])[CH3:4], predict the reactants needed to synthesize it. The reactants are: [C:1]([O:5][C:6]([N:8]1[CH2:13][CH2:12][C:11](=[CH:14][C:15]([OH:17])=O)[CH2:10][CH2:9]1)=[O:7])([CH3:4])([CH3:3])[CH3:2].Cl.CN(C)CCCN=C=NCC.[CH3:30][N:31]([C@@H:48]([C:56](=[O:59])[NH:57][CH3:58])[CH2:49][C:50]1[CH:55]=[CH:54][CH:53]=[CH:52][CH:51]=1)[C:32](=[O:47])[C@H:33]([NH:45][CH3:46])[CH2:34][C:35]1[CH:44]=[CH:43][C:42]2[C:37](=[CH:38][CH:39]=[CH:40][CH:41]=2)[CH:36]=1. (2) The reactants are: [CH2:1]([O:3][C:4]([C@H:6]1[CH2:11][CH2:10][C@@H:9]([OH:12])[CH2:8][CH2:7]1)=[O:5])[CH3:2].N1C=CN=C1.[Si:18](Cl)([C:21]([CH3:24])([CH3:23])[CH3:22])([CH3:20])[CH3:19].CN(C=O)C. Given the product [CH2:1]([O:3][C:4]([C@H:6]1[CH2:11][CH2:10][C@@H:9]([O:12][Si:18]([C:21]([CH3:24])([CH3:23])[CH3:22])([CH3:20])[CH3:19])[CH2:8][CH2:7]1)=[O:5])[CH3:2], predict the reactants needed to synthesize it. (3) The reactants are: [Cl:1][C:2]1[N:3]=[N:4][C:5](Cl)=[C:6]([CH3:9])[C:7]=1[CH3:8].[CH2:11]([NH:18][CH2:19][CH2:20][NH2:21])[C:12]1[CH:17]=[CH:16][CH:15]=[CH:14][CH:13]=1.C(N(C(C)C)CC)(C)C.O. Given the product [CH2:11]([NH:18][CH2:19][CH2:20][NH:21][C:5]1[N:4]=[N:3][C:2]([Cl:1])=[C:7]([CH3:8])[C:6]=1[CH3:9])[C:12]1[CH:17]=[CH:16][CH:15]=[CH:14][CH:13]=1, predict the reactants needed to synthesize it. (4) The reactants are: FC(F)(F)C(O)=O.[N:8]([C@@H:11]1[CH2:16][CH2:15][C@H:14]([NH2:17])[C@H:13]([CH2:18][S:19]([C:22]2[CH:27]=[CH:26][CH:25]=[CH:24][CH:23]=2)(=[O:21])=[O:20])[CH2:12]1)=[N+:9]=[N-:10].CN([P+](ON1N=NC2C=CC=CC1=2)(N(C)C)N(C)C)C.F[P-](F)(F)(F)(F)F.[NH:55]([C:64]([O:66][C:67]([CH3:70])([CH3:69])[CH3:68])=[O:65])[C@H:56]([C:61](O)=[O:62])[CH2:57][CH2:58][S:59][CH3:60].CN1CCOCC1. Given the product [N:8]([C@@H:11]1[CH2:16][CH2:15][C@H:14]([NH:17][C:61](=[O:62])[C@@H:56]([NH:55][C:64](=[O:65])[O:66][C:67]([CH3:68])([CH3:69])[CH3:70])[CH2:57][CH2:58][S:59][CH3:60])[C@H:13]([CH2:18][S:19]([C:22]2[CH:23]=[CH:24][CH:25]=[CH:26][CH:27]=2)(=[O:21])=[O:20])[CH2:12]1)=[N+:9]=[N-:10], predict the reactants needed to synthesize it. (5) Given the product [Br:18][C:7]1[C:8](=[O:12])[NH:9][CH:10]=[CH:11][C:6]=1[O:5][CH2:4][C:3]1[CH:13]=[CH:14][C:15]([F:17])=[CH:16][C:2]=1[F:1], predict the reactants needed to synthesize it. The reactants are: [F:1][C:2]1[CH:16]=[C:15]([F:17])[CH:14]=[CH:13][C:3]=1[CH2:4][O:5][C:6]1[CH:11]=[CH:10][NH:9][C:8](=[O:12])[CH:7]=1.[Br:18]Br. (6) Given the product [Br:1][C:2]1[CH:3]=[C:4]([Cl:11])[C:5]([C:8]([N:32]([O:33][CH3:12])[CH3:27])=[O:9])=[N:6][CH:7]=1, predict the reactants needed to synthesize it. The reactants are: [Br:1][C:2]1[CH:3]=[C:4]([Cl:11])[C:5]([C:8](O)=[O:9])=[N:6][CH:7]=1.[CH3:12]CN=C=NCCCN(C)C.Cl.C1C=C[C:27]2[N:32]([OH:33])N=NC=2C=1.CCN(C(C)C)C(C)C.